This data is from Reaction yield outcomes from USPTO patents with 853,638 reactions. The task is: Predict the reaction yield, written as a fraction of the theoretical maximum amount of product (1.0 means a 100% yield; for example, 0.34 means a 34% yield). (1) The reactants are [CH2:1]([O:8][C:9]1[N:10]=[N:11][C:12]([CH2:23][C:24]2[CH:29]=[CH:28][C:27](F)=[CH:26][CH:25]=2)=[CH:13][C:14]=1[O:15][CH2:16][C:17]1[CH:22]=[CH:21][CH:20]=[CH:19][CH:18]=1)[C:2]1[CH:7]=[CH:6][CH:5]=[CH:4][CH:3]=1.[CH2:31](OC1N=NC(Cl)=CC=1OCC1C=CC=CC=1)C1C=CC=CC=1.[Cl-].CC1C=C(C=CC=1)C[Zn+]. No catalyst specified. The product is [CH2:1]([O:8][C:9]1[N:10]=[N:11][C:12]([CH2:23][C:24]2[CH:29]=[CH:28][CH:27]=[C:26]([CH3:31])[CH:25]=2)=[CH:13][C:14]=1[O:15][CH2:16][C:17]1[CH:22]=[CH:21][CH:20]=[CH:19][CH:18]=1)[C:2]1[CH:7]=[CH:6][CH:5]=[CH:4][CH:3]=1. The yield is 0.660. (2) The reactants are [NH:1]1[C:5]2=[N:6][C:7]([C:10]([O:12][CH2:13][CH3:14])=[O:11])=[CH:8][CH:9]=[C:4]2[CH:3]=[C:2]1[C:15]([O:17][CH2:18][CH3:19])=[O:16].[H-].[Na+].[CH3:22][CH:23]1OS(=O)(=O)[N:26]([C:31]([O:33][C:34]([CH3:37])([CH3:36])[CH3:35])=[O:32])[CH2:25][CH2:24]1. The catalyst is CN(C=O)C. The product is [C:34]([O:33][C:31]([NH:26][CH2:25][CH2:24][CH:23]([N:1]1[C:5]2=[N:6][C:7]([C:10]([O:12][CH2:13][CH3:14])=[O:11])=[CH:8][CH:9]=[C:4]2[CH:3]=[C:2]1[C:15]([O:17][CH2:18][CH3:19])=[O:16])[CH3:22])=[O:32])([CH3:37])([CH3:36])[CH3:35]. The yield is 0.730. (3) The reactants are [CH2:1]([O:8][C:9]1[CH:14]=[CH:13][N:12]([C:15]2[CH:20]=[C:19]3[N:21](S(C4C=CC(C)=CC=4)(=O)=O)[C:22]4[CH2:23][CH:24]5[N:29]([CH2:30][C:31]=4[C:18]3=[CH:17][CH:16]=2)[CH2:28][CH2:27][CH2:26][CH2:25]5)[C:11](=[O:42])[CH:10]=1)[C:2]1[CH:7]=[CH:6][CH:5]=[CH:4][CH:3]=1.[OH-].[Na+].C(Cl)[Cl:46]. The catalyst is CO. The product is [ClH:46].[CH2:1]([O:8][C:9]1[CH:14]=[CH:13][N:12]([C:15]2[CH:20]=[C:19]3[NH:21][C:22]4[CH2:23][CH:24]5[N:29]([CH2:30][C:31]=4[C:18]3=[CH:17][CH:16]=2)[CH2:28][CH2:27][CH2:26][CH2:25]5)[C:11](=[O:42])[CH:10]=1)[C:2]1[CH:7]=[CH:6][CH:5]=[CH:4][CH:3]=1. The yield is 0.790. (4) The reactants are [CH:1]1([CH2:4][N:5]2[CH2:10][CH2:9][CH:8]([N:11]([CH3:32])[C:12](=[O:31])[CH2:13][O:14][C:15]3[N:20]=[C:19]([CH3:21])[C:18]([NH:22]C(=O)OC(C)(C)C)=[C:17]([CH3:30])[N:16]=3)[CH2:7][CH2:6]2)[CH2:3][CH2:2]1.Cl.[OH-].[Na+]. The catalyst is C(Cl)(Cl)Cl. The product is [NH2:22][C:18]1[C:19]([CH3:21])=[N:20][C:15]([O:14][CH2:13][C:12]([N:11]([CH:8]2[CH2:9][CH2:10][N:5]([CH2:4][CH:1]3[CH2:3][CH2:2]3)[CH2:6][CH2:7]2)[CH3:32])=[O:31])=[N:16][C:17]=1[CH3:30]. The yield is 0.620.